From a dataset of Peptide-MHC class II binding affinity with 134,281 pairs from IEDB. Regression. Given a peptide amino acid sequence and an MHC pseudo amino acid sequence, predict their binding affinity value. This is MHC class II binding data. The peptide sequence is FMVAMFLAVAVVLGL. The MHC is DRB1_0802 with pseudo-sequence DRB1_0802. The binding affinity (normalized) is 0.155.